Dataset: Forward reaction prediction with 1.9M reactions from USPTO patents (1976-2016). Task: Predict the product of the given reaction. (1) Given the reactants [CH3:1][C:2]1[CH:7]=[CH:6][C:5]([S:8]([O:11][CH2:12][C@@H:13]2[O:18][C:17]3[CH:19]=[CH:20][C:21]([F:23])=[CH:22][C:16]=3[O:15][CH2:14]2)(=[O:10])=[O:9])=[CH:4][CH:3]=1.[N+:24]([O-])([OH:26])=[O:25], predict the reaction product. The product is: [CH3:1][C:2]1[CH:7]=[CH:6][C:5]([S:8]([O:11][CH2:12][CH:13]2[O:18][C:17]3[CH:19]=[C:20]([N+:24]([O-:26])=[O:25])[C:21]([F:23])=[CH:22][C:16]=3[O:15][CH2:14]2)(=[O:10])=[O:9])=[CH:4][CH:3]=1. (2) Given the reactants C([O:3][C:4]([C:6]1([NH:15][C:16](=[O:28])[C:17]2[CH:22]=[CH:21][CH:20]=[CH:19][C:18]=2[C:23]([CH3:27])([CH3:26])[CH2:24][CH3:25])[CH2:14][C:13]2[C:8](=[CH:9][CH:10]=[CH:11][CH:12]=2)[CH2:7]1)=[O:5])C.[OH-].[K+].O, predict the reaction product. The product is: [CH3:27][C:23]([C:18]1[CH:19]=[CH:20][CH:21]=[CH:22][C:17]=1[C:16]([NH:15][C:6]1([C:4]([OH:5])=[O:3])[CH2:14][C:13]2[C:8](=[CH:9][CH:10]=[CH:11][CH:12]=2)[CH2:7]1)=[O:28])([CH3:26])[CH2:24][CH3:25]. (3) Given the reactants [NH2:1][C:2]1([C:5]([OH:7])=[O:6])[CH2:4][CH2:3]1.S(Cl)([Cl:10])=O.[CH2:12](O)[CH3:13], predict the reaction product. The product is: [ClH:10].[NH2:1][C:2]1([C:5]([O:7][CH2:12][CH3:13])=[O:6])[CH2:4][CH2:3]1. (4) Given the reactants Cl[C:2]1[N:3]=[C:4]([N:22]2[CH2:27][CH2:26][O:25][CH2:24][CH2:23]2)[C:5]2[N:10]=[C:9]([CH2:11][N:12]3[CH2:15][CH:14]([CH:16]4[CH2:21][CH2:20][O:19][CH2:18][CH2:17]4)[CH2:13]3)[S:8][C:6]=2[N:7]=1.[CH:28]([C:31]1[NH:35][C:34]2[CH:36]=[CH:37][CH:38]=[CH:39][C:33]=2[N:32]=1)([CH3:30])[CH3:29].CC(C1C=C(C(C)C)C(C2C=CC=CC=2P(C2CCCCC2)C2CCCCC2)=C(C(C)C)C=1)C.C([O-])([O-])=O.[Cs+].[Cs+], predict the reaction product. The product is: [CH:28]([C:31]1[N:32]([C:2]2[N:3]=[C:4]([N:22]3[CH2:23][CH2:24][O:25][CH2:26][CH2:27]3)[C:5]3[N:10]=[C:9]([CH2:11][N:12]4[CH2:13][CH:14]([CH:16]5[CH2:21][CH2:20][O:19][CH2:18][CH2:17]5)[CH2:15]4)[S:8][C:6]=3[N:7]=2)[C:33]2[CH:39]=[CH:38][CH:37]=[CH:36][C:34]=2[N:35]=1)([CH3:30])[CH3:29].